From a dataset of Full USPTO retrosynthesis dataset with 1.9M reactions from patents (1976-2016). Predict the reactants needed to synthesize the given product. (1) Given the product [CH3:45][O:44][C:42](=[O:43])[CH2:41][O:28][C:5]1[CH:4]=[CH:3][C:2]([F:1])=[C:11]2[C:6]=1[C:7]([CH3:27])=[C:8]([CH2:15][C:16]1[CH:21]=[CH:20][C:19]([N:22]3[CH:26]=[CH:25][CH:24]=[N:23]3)=[CH:18][CH:17]=1)[C:9]([CH:12]([CH3:13])[CH3:14])=[N:10]2, predict the reactants needed to synthesize it. The reactants are: [F:1][C:2]1[C:11]2[N:10]=[C:9]([CH:12]([CH3:14])[CH3:13])[C:8]([CH2:15][C:16]3[CH:21]=[CH:20][C:19]([N:22]4[CH:26]=[CH:25][CH:24]=[N:23]4)=[CH:18][CH:17]=3)=[C:7]([CH3:27])[C:6]=2[C:5]([OH:28])=[CH:4][CH:3]=1.C(=O)([O-])[O-].[K+].[K+].CN(C)C=O.Br[CH2:41][C:42]([O:44][CH3:45])=[O:43]. (2) Given the product [NH:15]1[C:19]2[CH:20]=[CH:21][CH:22]=[CH:23][C:18]=2[N:17]=[C:16]1[C:24]1[CH:29]=[CH:28][CH:27]=[CH:26][C:25]=1[NH:30][C:7]([NH:6][C:4](=[O:5])[C:3]1[CH:9]=[C:10]([F:14])[C:11]([F:13])=[CH:12][C:2]=1[Cl:1])=[O:8], predict the reactants needed to synthesize it. The reactants are: [Cl:1][C:2]1[CH:12]=[C:11]([F:13])[C:10]([F:14])=[CH:9][C:3]=1[C:4]([N:6]=[C:7]=[O:8])=[O:5].[NH:15]1[C:19]2[CH:20]=[CH:21][CH:22]=[CH:23][C:18]=2[N:17]=[C:16]1[C:24]1[CH:29]=[CH:28][CH:27]=[CH:26][C:25]=1[NH2:30].